Predict which catalyst facilitates the given reaction. From a dataset of Catalyst prediction with 721,799 reactions and 888 catalyst types from USPTO. Reactant: [O:1]([C:8]1[CH:13]=[CH:12][C:11]([OH:14])=[CH:10][CH:9]=1)[C:2]1[CH:7]=[CH:6][CH:5]=[CH:4][CH:3]=1.C1COCC1.[OH-].[Na+].C([O:29][C:30]1[CH:31]=[C:32](Br)[CH:33]=[CH:34][CH:35]=1)C1C=CC=CC=1. Product: [O:1]([C:8]1[CH:9]=[CH:10][C:11]([O:14][C:34]2[CH:35]=[C:30]([OH:29])[CH:31]=[CH:32][CH:33]=2)=[CH:12][CH:13]=1)[C:2]1[CH:7]=[CH:6][CH:5]=[CH:4][CH:3]=1. The catalyst class is: 228.